This data is from Full USPTO retrosynthesis dataset with 1.9M reactions from patents (1976-2016). The task is: Predict the reactants needed to synthesize the given product. (1) Given the product [N+:8]([C:3]1[CH:4]=[CH:5][CH:6]=[CH:7][C:2]=1[NH:17][CH2:18][C@H:19]1[CH2:23][CH2:22][CH2:21][N:20]1[C:24]([O:26][C:27]([CH3:30])([CH3:29])[CH3:28])=[O:25])([O-:10])=[O:9], predict the reactants needed to synthesize it. The reactants are: F[C:2]1[CH:7]=[CH:6][CH:5]=[CH:4][C:3]=1[N+:8]([O-:10])=[O:9].C(=O)([O-])[O-].[K+].[K+].[NH2:17][CH2:18][C@H:19]1[CH2:23][CH2:22][CH2:21][N:20]1[C:24]([O:26][C:27]([CH3:30])([CH3:29])[CH3:28])=[O:25]. (2) Given the product [F:12][C:13]1[CH:14]=[CH:15][C:16]([C:19]2[NH:23][N:22]=[C:21]([C:24]([N:6]3[CH:7]4[CH2:10][CH2:11][N:3]([CH2:9][CH2:8]4)[CH2:4][CH2:5]3)=[O:25])[CH:20]=2)=[CH:17][CH:18]=1, predict the reactants needed to synthesize it. The reactants are: Cl.Cl.[N:3]12[CH2:11][CH2:10][CH:7]([CH2:8][CH2:9]1)[NH:6][CH2:5][CH2:4]2.[F:12][C:13]1[CH:18]=[CH:17][C:16]([C:19]2[NH:23][N:22]=[C:21]([C:24](O)=[O:25])[CH:20]=2)=[CH:15][CH:14]=1. (3) Given the product [C:21]([C:3]1[CH:4]=[C:5]([CH:19]=[CH:20][C:2]=1[F:1])[CH2:6][N:7]1[C:16]2[C:11](=[CH:12][CH:13]=[CH:14][CH:15]=2)[C:10](=[O:17])[NH:9][C:8]1=[O:18])([OH:23])=[O:22], predict the reactants needed to synthesize it. The reactants are: [F:1][C:2]1[CH:20]=[CH:19][C:5]([CH2:6][N:7]2[C:16]3[C:11](=[CH:12][CH:13]=[CH:14][CH:15]=3)[C:10](=[O:17])[NH:9][C:8]2=[O:18])=[CH:4][C:3]=1[C:21]([O:23]C)=[O:22].C(C1C=C(C=CC=1)CN1C2C(=CC=CC=2)C(=O)NC1=O)(O)=O. (4) Given the product [CH2:22]([NH:24][C:25]([N:6]1[CH:7]=[C:2]([F:1])[C:3]([NH:9][C:10]([NH:12][CH2:13][C:14]2[CH:19]=[CH:18][CH:17]=[CH:16][C:15]=2[O:20][CH3:21])=[O:11])=[N:4][C:5]1=[O:8])=[O:26])[CH3:23], predict the reactants needed to synthesize it. The reactants are: [F:1][C:2]1[C:3]([NH:9][C:10]([NH:12][CH2:13][C:14]2[CH:19]=[CH:18][CH:17]=[CH:16][C:15]=2[O:20][CH3:21])=[O:11])=[N:4][C:5](=[O:8])[NH:6][CH:7]=1.[CH2:22]([N:24]=[C:25]=[O:26])[CH3:23]. (5) Given the product [Cl:19][C:14]1[CH:13]=[C:12]([CH:4]([CH2:5][CH:6]2[CH2:10][CH2:9][CH:8]([F:11])[CH2:7]2)[C:3]([NH:21][C:22]2[S:23][CH:24]=[CH:25][N:26]=2)=[O:20])[CH:17]=[CH:16][C:15]=1[Cl:18], predict the reactants needed to synthesize it. The reactants are: CO[C:3](=[O:20])[CH:4]([C:12]1[CH:17]=[CH:16][C:15]([Cl:18])=[C:14]([Cl:19])[CH:13]=1)[CH2:5][CH:6]1[CH2:10][CH2:9][CH:8]([F:11])[CH2:7]1.[NH2:21][C:22]1[S:23][CH:24]=[CH:25][N:26]=1.C[O-].[Mg+2].C[O-].CO. (6) Given the product [CH:2]1[CH:1]=[N:10][C:9]2[C:4]([N:3]=1)=[CH:5][C:6]1[CH:13]3[CH2:14][NH:15][CH2:16][CH:11]([C:7]=1[CH:8]=2)[CH2:12]3.[CH:18]([OH:19])([C:17]([OH:26])=[O:25])[CH:20]([OH:21])[C:22]([OH:24])=[O:23].[CH3:27][CH:28]([OH:145])[CH2:29][O:30][CH2:31][C@@H:32]1[O:37][CH2:36][C@H:35]2[O:38][C@@H:39]3[C@@H:44]([OH:45])[C@H:43]([OH:46])[C@H:42]([O:47][C@@H:48]4[C@@H:53]([OH:54])[C@H:52]([OH:55])[C@H:51]([O:56][C@@H:57]5[C@@H:62]([OH:63])[C@H:61]([OH:64])[C@H:60]([O:65][C@@H:66]6[C@@H:71]([OH:72])[C@H:70]([OH:73])[C@H:69]([O:74][C@@H:75]7[C@@H:80]([OH:81])[C@H:79]([OH:82])[C@H:78]([O:83][C@@H:84]8[C@@H:89]([OH:90])[C@H:88]([OH:91])[C@H:87]([O:92][C@@H:93]9[C@@H:99]([OH:100])[C@H:98]([OH:101])[C@H:96]([O:97][C@@H:33]1[C@H:34]2[OH:144])[O:95][C@H:94]9[CH2:102][O:103][CH2:104][CH:105]([OH:107])[CH3:106])[O:86][C@H:85]8[CH2:108][O:109][CH2:110][CH:111]([OH:113])[CH3:112])[O:77][C@H:76]7[CH2:114][O:115][CH2:116][CH:117]([OH:119])[CH3:118])[O:68][C@H:67]6[CH2:120][O:121][CH2:122][CH:123]([OH:125])[CH3:124])[O:59][C@H:58]5[CH2:126][O:127][CH2:128][CH:129]([OH:131])[CH3:130])[O:50][C@H:49]4[CH2:132][O:133][CH2:134][CH:135]([OH:137])[CH3:136])[O:41][C@H:40]3[CH2:138][O:139][CH2:140][CH:141]([OH:143])[CH3:142], predict the reactants needed to synthesize it. The reactants are: [CH:1]1[CH:2]=[N:3][C:4]2[C:9]([N:10]=1)=[CH:8][C:7]1[CH:11]3[CH2:16][NH:15][CH2:14][CH:13]([C:6]=1[CH:5]=2)[CH2:12]3.[C:17]([OH:26])(=[O:25])[CH:18]([CH:20]([C:22]([OH:24])=[O:23])[OH:21])[OH:19].[CH3:27][CH:28]([OH:145])[CH2:29][O:30][CH2:31][C@@H:32]1[O:37][CH2:36][C@H:35]2[O:38][C@@H:39]3[C@@H:44]([OH:45])[C@H:43]([OH:46])[C@H:42]([O:47][C@@H:48]4[C@@H:53]([OH:54])[C@H:52]([OH:55])[C@H:51]([O:56][C@@H:57]5[C@@H:62]([OH:63])[C@H:61]([OH:64])[C@H:60]([O:65][C@@H:66]6[C@@H:71]([OH:72])[C@H:70]([OH:73])[C@H:69]([O:74][C@@H:75]7[C@@H:80]([OH:81])[C@H:79]([OH:82])[C@H:78]([O:83][C@@H:84]8[C@@H:89]([OH:90])[C@H:88]([OH:91])[C@H:87]([O:92][C@@H:93]9[C@@H:99]([OH:100])[C@H:98]([OH:101])[C@H:96]([O:97][C@@H:33]1[C@H:34]2[OH:144])[O:95][C@H:94]9[CH2:102][O:103][CH2:104][CH:105]([OH:107])[CH3:106])[O:86][C@H:85]8[CH2:108][O:109][CH2:110][CH:111]([OH:113])[CH3:112])[O:77][C@H:76]7[CH2:114][O:115][CH2:116][CH:117]([OH:119])[CH3:118])[O:68][C@H:67]6[CH2:120][O:121][CH2:122][CH:123]([OH:125])[CH3:124])[O:59][C@H:58]5[CH2:126][O:127][CH2:128][CH:129]([OH:131])[CH3:130])[O:50][C@H:49]4[CH2:132][O:133][CH2:134][CH:135]([OH:137])[CH3:136])[O:41][C@H:40]3[CH2:138][O:139][CH2:140][CH:141]([OH:143])[CH3:142].O. (7) Given the product [NH2:25][C:20]1[CH:21]=[CH:22][CH:23]=[CH:24][C:19]=1[NH:26][C:16]([C@@H:9]1[CH2:10][C:11](=[N:13][O:14][CH3:15])[CH2:12][N:8]1[C:6]([O:5][C:1]([CH3:2])([CH3:3])[CH3:4])=[O:7])=[O:18], predict the reactants needed to synthesize it. The reactants are: [C:1]([O:5][C:6]([N:8]1[CH2:12][C:11](=[N:13][O:14][CH3:15])[CH2:10][C@H:9]1[C:16]([OH:18])=O)=[O:7])([CH3:4])([CH3:3])[CH3:2].[C:19]1([NH2:26])[C:20]([NH2:25])=[CH:21][CH:22]=[CH:23][CH:24]=1.C(Cl)CCl.